From a dataset of Reaction yield outcomes from USPTO patents with 853,638 reactions. Predict the reaction yield, written as a fraction of the theoretical maximum amount of product (1.0 means a 100% yield; for example, 0.34 means a 34% yield). (1) The reactants are [F:1][C:2]1[CH:3]=[C:4]2[C:8](=[CH:9][CH:10]=1)[NH:7][C:6](=[O:11])[C:5]2=[C:12]1[C:20]2[C:15](=[N:16][C:17]([CH:21]=[CH2:22])=[CH:18][CH:19]=2)[CH2:14][O:13]1.[CH2:23]([NH:25][CH2:26][CH3:27])[CH3:24]. The catalyst is O1CCOCC1.C(N(CC)CC)C. The product is [CH2:23]([N:25]([CH2:26][CH3:27])[CH2:22][CH2:21][C:17]1[N:16]=[C:15]2[CH2:14][O:13][C:12](=[C:5]3[C:4]4[C:8](=[CH:9][CH:10]=[C:2]([F:1])[CH:3]=4)[NH:7][C:6]3=[O:11])[C:20]2=[CH:19][CH:18]=1)[CH3:24]. The yield is 0.180. (2) The reactants are [O:1]1[C:5]2[CH:6]=[CH:7][CH:8]=[CH:9][C:4]=2[NH:3][C:2]1=[O:10].[H-].[Na+].CS(O[CH2:18][CH2:19][C:20]1([CH3:31])[O:24][C:23]2=[N:25][C:26]([N+:28]([O-:30])=[O:29])=[CH:27][N:22]2[CH2:21]1)(=O)=O. The catalyst is CN(C=O)C. The product is [CH3:31][C:20]1([CH2:19][CH2:18][N:3]2[C:4]3[CH:9]=[CH:8][CH:7]=[CH:6][C:5]=3[O:1][C:2]2=[O:10])[O:24][C:23]2=[N:25][C:26]([N+:28]([O-:30])=[O:29])=[CH:27][N:22]2[CH2:21]1. The yield is 0.560. (3) The reactants are [CH3:1][C@@H:2]([C@@H:8]1[C@@:12]2([CH3:27])[CH2:13][CH2:14][C@@H:15]3[C@@:20]4([CH3:26])[CH2:21][CH2:22][C@@H:23]([OH:25])[CH2:24][C@H:19]4[CH2:18][CH2:17][C@H:16]3[C@@H:11]2[CH2:10][CH2:9]1)[CH2:3][CH2:4][C:5](O)=[O:6].C(OC(Cl)=O)C(C)C.C(N(CC)CC)C.[CH2:43]([NH:61]CCCCCCCCCCCCCCCCCC)[CH2:44][CH2:45][CH2:46][CH2:47][CH2:48][CH2:49][CH2:50][CH2:51][CH2:52][CH2:53][CH2:54][CH2:55][CH2:56][CH2:57][CH2:58][CH2:59][CH3:60]. The catalyst is O1CCCC1. The product is [CH2:43]([NH:61][C:5](=[O:6])[CH2:4][CH2:3][CH:2]([CH:8]1[C:12]2([CH3:27])[CH:11]([CH:16]3[CH:15]([CH2:14][CH2:13]2)[C:20]2([CH3:26])[CH:19]([CH2:24][CH:23]([OH:25])[CH2:22][CH2:21]2)[CH2:18][CH2:17]3)[CH2:10][CH2:9]1)[CH3:1])[CH2:44][CH2:45][CH2:46][CH2:47][CH2:48][CH2:49][CH2:50][CH2:51][CH2:52][CH2:53][CH2:54][CH2:55][CH2:56][CH2:57][CH2:58][CH2:59][CH3:60]. The yield is 0.890. (4) The reactants are [CH3:1][N:2]([CH3:18])[C:3]1[CH:8]=[CH:7][C:6]([CH:9]([OH:15])[CH2:10][CH2:11][CH2:12][CH:13]=[CH2:14])=[C:5]([CH:16]=[CH2:17])[CH:4]=1.N1C=CN=C1.[CH3:24][C:25]([Si:28](Cl)([CH3:30])[CH3:29])([CH3:27])[CH3:26]. The catalyst is C(Cl)Cl. The product is [Si:28]([O:15][CH:9]([C:6]1[CH:7]=[CH:8][C:3]([N:2]([CH3:1])[CH3:18])=[CH:4][C:5]=1[CH:16]=[CH2:17])[CH2:10][CH2:11][CH2:12][CH:13]=[CH2:14])([C:25]([CH3:27])([CH3:26])[CH3:24])([CH3:30])[CH3:29]. The yield is 0.940. (5) The reactants are [CH3:1][C:2]1([CH3:14])[C:6]([CH3:8])([CH3:7])[O:5][B:4]([C:9]2[CH:10]=[N:11][NH:12][CH:13]=2)[O:3]1.C(=O)([O-])[O-].[Cs+].[Cs+].[CH3:21][C:22]1([O:25][CH2:24]1)[CH3:23]. No catalyst specified. The product is [CH3:21][C:22]([OH:25])([CH3:24])[CH2:23][N:12]1[CH:13]=[C:9]([B:4]2[O:5][C:6]([CH3:7])([CH3:8])[C:2]([CH3:14])([CH3:1])[O:3]2)[CH:10]=[N:11]1. The yield is 0.870.